Dataset: Forward reaction prediction with 1.9M reactions from USPTO patents (1976-2016). Task: Predict the product of the given reaction. (1) The product is: [ClH:28].[F:27][C:15]1[C:16]([F:26])=[C:17]([S:20]([CH:23]([CH3:25])[CH3:24])(=[O:21])=[O:22])[CH:18]=[CH:19][C:14]=1[N:11]1[CH2:10][CH2:9][NH:8][CH2:13][CH2:12]1. Given the reactants C(OC([N:8]1[CH2:13][CH2:12][N:11]([C:14]2[CH:19]=[CH:18][C:17]([S:20]([CH:23]([CH3:25])[CH3:24])(=[O:22])=[O:21])=[C:16]([F:26])[C:15]=2[F:27])[CH2:10][CH2:9]1)=O)(C)(C)C.[ClH:28], predict the reaction product. (2) Given the reactants C[Si]([N-][Si](C)(C)C)(C)C.[Li+].F[C:12]1[C:17]([C:18]2[N:23]=[C:22]([CH3:24])[N:21]=[C:20]([N:25]([CH2:35][C:36]3[CH:41]=[CH:40][C:39]([O:42][CH3:43])=[CH:38][CH:37]=3)[CH2:26][C:27]3[CH:32]=[CH:31][C:30]([O:33][CH3:34])=[CH:29][CH:28]=3)[N:19]=2)=[CH:16][C:15]([C@H:44]([N:46]2[CH2:51][CH2:50][N:49]([S:52]([CH3:55])(=[O:54])=[O:53])[CH2:48][CH2:47]2)[CH3:45])=[CH:14][N:13]=1.[F:56][C:57]1[CH:58]=[C:59]([NH2:65])[CH:60]=[N:61][C:62]=1[O:63][CH3:64], predict the reaction product. The product is: [F:56][C:57]1[CH:58]=[C:59]([NH:65][C:12]2[C:17]([C:18]3[N:23]=[C:22]([CH3:24])[N:21]=[C:20]([N:25]([CH2:35][C:36]4[CH:37]=[CH:38][C:39]([O:42][CH3:43])=[CH:40][CH:41]=4)[CH2:26][C:27]4[CH:28]=[CH:29][C:30]([O:33][CH3:34])=[CH:31][CH:32]=4)[N:19]=3)=[CH:16][C:15]([C@H:44]([N:46]3[CH2:47][CH2:48][N:49]([S:52]([CH3:55])(=[O:53])=[O:54])[CH2:50][CH2:51]3)[CH3:45])=[CH:14][N:13]=2)[CH:60]=[N:61][C:62]=1[O:63][CH3:64]. (3) Given the reactants O1CCCC1.[CH3:6][O:7]/[N:8]=[C:9](/[C:37]1[CH:42]=[CH:41][CH:40]=[CH:39][CH:38]=1)\[CH2:10][O:11][C:12]1[CH:36]=[CH:35][C:15]([CH2:16][O:17][C:18]2[CH:23]=[CH:22][C:21]([C:24]3[C:25]([CH3:34])=[N:26][O:27][C:28]=3[CH2:29][C:30]([O:32]C)=[O:31])=[CH:20][CH:19]=2)=[CH:14][CH:13]=1.CO.[OH-].[Li+], predict the reaction product. The product is: [CH3:6][O:7]/[N:8]=[C:9](/[C:37]1[CH:38]=[CH:39][CH:40]=[CH:41][CH:42]=1)\[CH2:10][O:11][C:12]1[CH:36]=[CH:35][C:15]([CH2:16][O:17][C:18]2[CH:19]=[CH:20][C:21]([C:24]3[C:25]([CH3:34])=[N:26][O:27][C:28]=3[CH2:29][C:30]([OH:32])=[O:31])=[CH:22][CH:23]=2)=[CH:14][CH:13]=1. (4) Given the reactants C(OC([N:8]1[C:12]2[CH:13]=[CH:14][CH:15]=[CH:16][C:11]=2[N:10]=[C:9]1[CH2:17][N:18]([CH2:29][CH2:30][N:31]1[CH:35]=[CH:34][N:33]=[CH:32]1)[CH:19]1[C:28]2[N:27]=[CH:26][CH:25]=[CH:24][C:23]=2[CH2:22][CH2:21][CH2:20]1)=O)(C)(C)C.C(O)(C(F)(F)F)=O.C(Cl)Cl, predict the reaction product. The product is: [NH:8]1[C:12]2[CH:13]=[CH:14][CH:15]=[CH:16][C:11]=2[N:10]=[C:9]1[CH2:17][N:18]([CH2:29][CH2:30][N:31]1[CH:35]=[CH:34][N:33]=[CH:32]1)[CH:19]1[C:28]2[N:27]=[CH:26][CH:25]=[CH:24][C:23]=2[CH2:22][CH2:21][CH2:20]1. (5) Given the reactants [F:1][C:2]1[CH:7]=[CH:6][CH:5]=[CH:4][C:3]=1[C:8]1[CH:16]=[CH:15][CH:14]=[C:13]2[C:9]=1[CH2:10][C:11](=[O:17])[NH:12]2.[CH2:18]([N:20]([CH2:34][CH3:35])[CH2:21][CH2:22][NH:23][C:24]([C:26]1[CH:30]=[C:29]([CH3:31])[NH:28][C:27]=1[CH:32]=O)=[O:25])[CH3:19], predict the reaction product. The product is: [CH2:34]([N:20]([CH2:18][CH3:19])[CH2:21][CH2:22][NH:23][C:24]([C:26]1[CH:30]=[C:29]([CH3:31])[NH:28][C:27]=1[CH:32]=[C:10]1[C:9]2[C:13](=[CH:14][CH:15]=[CH:16][C:8]=2[C:3]2[CH:4]=[CH:5][CH:6]=[CH:7][C:2]=2[F:1])[NH:12][C:11]1=[O:17])=[O:25])[CH3:35].